Dataset: NCI-60 drug combinations with 297,098 pairs across 59 cell lines. Task: Regression. Given two drug SMILES strings and cell line genomic features, predict the synergy score measuring deviation from expected non-interaction effect. (1) Drug 1: CCC1=CC2CC(C3=C(CN(C2)C1)C4=CC=CC=C4N3)(C5=C(C=C6C(=C5)C78CCN9C7C(C=CC9)(C(C(C8N6C)(C(=O)OC)O)OC(=O)C)CC)OC)C(=O)OC.C(C(C(=O)O)O)(C(=O)O)O. Drug 2: CC1=CC=C(C=C1)C2=CC(=NN2C3=CC=C(C=C3)S(=O)(=O)N)C(F)(F)F. Cell line: SK-OV-3. Synergy scores: CSS=41.9, Synergy_ZIP=0.458, Synergy_Bliss=1.62, Synergy_Loewe=-35.1, Synergy_HSA=2.45. (2) Drug 1: C1CCC(CC1)NC(=O)N(CCCl)N=O. Drug 2: CC(C)CN1C=NC2=C1C3=CC=CC=C3N=C2N. Cell line: SF-295. Synergy scores: CSS=43.0, Synergy_ZIP=7.80, Synergy_Bliss=4.22, Synergy_Loewe=5.55, Synergy_HSA=4.96. (3) Synergy scores: CSS=17.1, Synergy_ZIP=-0.988, Synergy_Bliss=4.72, Synergy_Loewe=-1.43, Synergy_HSA=1.53. Drug 1: C1=CC(=CC=C1CC(C(=O)O)N)N(CCCl)CCCl.Cl. Cell line: SF-268. Drug 2: C1=CC=C(C=C1)NC(=O)CCCCCCC(=O)NO. (4) Drug 1: CN1CCC(CC1)COC2=C(C=C3C(=C2)N=CN=C3NC4=C(C=C(C=C4)Br)F)OC. Drug 2: CC1CCC2CC(C(=CC=CC=CC(CC(C(=O)C(C(C(=CC(C(=O)CC(OC(=O)C3CCCCN3C(=O)C(=O)C1(O2)O)C(C)CC4CCC(C(C4)OC)OCCO)C)C)O)OC)C)C)C)OC. Cell line: TK-10. Synergy scores: CSS=35.7, Synergy_ZIP=-3.34, Synergy_Bliss=1.60, Synergy_Loewe=3.67, Synergy_HSA=5.59. (5) Drug 1: C1C(C(OC1N2C=C(C(=O)NC2=O)F)CO)O. Drug 2: COC1=C2C(=CC3=C1OC=C3)C=CC(=O)O2. Cell line: MOLT-4. Synergy scores: CSS=65.8, Synergy_ZIP=-1.14, Synergy_Bliss=0.944, Synergy_Loewe=-60.3, Synergy_HSA=0.234. (6) Drug 1: CC(C)NC(=O)C1=CC=C(C=C1)CNNC.Cl. Drug 2: C1C(C(OC1N2C=NC(=NC2=O)N)CO)O. Cell line: NCI-H460. Synergy scores: CSS=9.82, Synergy_ZIP=-3.33, Synergy_Bliss=-0.0304, Synergy_Loewe=-21.5, Synergy_HSA=-0.116. (7) Drug 1: COC1=NC(=NC2=C1N=CN2C3C(C(C(O3)CO)O)O)N. Drug 2: CC1=C(N=C(N=C1N)C(CC(=O)N)NCC(C(=O)N)N)C(=O)NC(C(C2=CN=CN2)OC3C(C(C(C(O3)CO)O)O)OC4C(C(C(C(O4)CO)O)OC(=O)N)O)C(=O)NC(C)C(C(C)C(=O)NC(C(C)O)C(=O)NCCC5=NC(=CS5)C6=NC(=CS6)C(=O)NCCC[S+](C)C)O. Cell line: NCI-H226. Synergy scores: CSS=18.6, Synergy_ZIP=-5.70, Synergy_Bliss=2.09, Synergy_Loewe=-20.8, Synergy_HSA=-0.772.